From a dataset of Experimentally validated miRNA-target interactions with 360,000+ pairs, plus equal number of negative samples. Binary Classification. Given a miRNA mature sequence and a target amino acid sequence, predict their likelihood of interaction. (1) The miRNA is hsa-miR-1304-3p with sequence UCUCACUGUAGCCUCGAACCCC. The protein sequence of the target gene is MPPPRTGRGLLWLGLVLSSVCVALGSETQANSTTDALNVLLIIVDDLRPSLGCYGDKLVRSPNIDQLASHSLLFQNAFAQQAVCAPSRVSFLTGRRPDTTRLYDFNSYWRVHAGNFSTIPQYFKENGYVTMSVGKVFHPGISSNHTDDSPYSWSFPPYHPSSEKYENTKTCRGPDGELHANLLCPVDVLDVPEGTLPDKQSTEQAIQLLEKMKTSASPFFLAVGYHKPHIPFRYPKEFQKLYPLENITLAPDPEVPDGLPPVAYNPWMDIRQREDVQALNISVPYGPIPVDFQRKIRQSY.... Result: 1 (interaction). (2) The miRNA is hsa-miR-1306-3p with sequence ACGUUGGCUCUGGUGGUG. The protein sequence of the target gene is MNFLRRRLSDSSFMANLPNGYMTDLQRPDSSTSSPASPAMERRHPQPLAASFSSPGSSLFSSLSSAMKQAPQATSGLMEPPGPSTPIVQRPRILLVIDDAHTDWSKYFHGKKVNGEIEIRVEQAEFSELNLAAYVTGGCMVDMQVVRNGTKVVSRSFKPDFILVRQHAYSMALGEDYRSLVIGLQYGGLPAVNSLYSVYNFCSKPWVFSQLIKIFHSLGPEKFPLVEQTFFPNHKPMVTAPHFPVVVKLGHAHAGMGKIKVENQLDFQDITSVVAMAKTYATTEAFIDSKYDIRIQKIGS.... Result: 0 (no interaction). (3) The miRNA is hsa-miR-1296-5p with sequence UUAGGGCCCUGGCUCCAUCUCC. The protein sequence of the target gene is MTDGDYDYLIKLLALGDSGVGKTTFLYRYTDNKFNPKFITTVGIDFREKRVVYNAQGPNGSSGKAFKVHLQLWDTAGQERFRSLTTAFFRDAMGFLLMFDLTSQQSFLNVRNWMSQLQANAYCENPDIVLIGNKADLPDQREVNERQARELADKYGIPYFETSAATGQNVEKAVETLLDLIMKRMEQCVEKTQIPDTVNGGNSGNLDGEKPPEKKCIC. Result: 0 (no interaction). (4) The miRNA is hsa-miR-887-5p with sequence CUUGGGAGCCCUGUUAGACUC. The protein sequence of the target gene is MTTTPDWIMIGGDGPESYNQQSSYQRALLEATKDKMTKAISANLDLDLISNRFIVADFGCASGPNTFVAVQNIIDAVEEKYRRETGQNPADNIEFQVLFNDFSLNDFNTLFQTLPPGRRYFSAGVPGSFFERVLPKESFHIGVMSYAFHFTSKIPKGIMDRDSPLWNKDMQCTGFNPAVKKAYLDQYSIDTKILLDARAEELVPGGLMLLLGSCLRDGVKMSETPKGTVMDFIGESLSDLAKQGVTEQEKVDTFRTSIYFAEQGEIRQIIEENGKFTIEAFEDIIHAKNEFPFDPKTLAI.... Result: 0 (no interaction). (5) The miRNA is hsa-miR-29a-5p with sequence ACUGAUUUCUUUUGGUGUUCAG. The protein sequence of the target gene is MAQVSINNDYSEWDLSTDAGERARLLQSPCVDTAPKSEWEASPGGLDRGTTSTLGAIFIVVNACLGAGLLNFPAAFSTAGGVAAGIALQMGMLVFIISGLVILAYCSQASNERTYQEVVWAVCGKLTGVLCEVAIAVYTFGTCIAFLIIIGDQQDKIIAVMAKEPEGASGPWYTDRKFTISLTAFLFILPLSIPREIGFQKYASFLSVVGTWYVTAIVIIKYIWPDKEMTPGNILTRPASWMAVFNAMPTICFGFQCHVSSVPVFNSMQQPEVKTWGGVVTAAMVIALAVYMGTGICGFL.... Result: 1 (interaction). (6) The miRNA is hsa-miR-7153-3p with sequence CACCAUGGACGGUUUACC. The protein sequence of the target gene is MSVPDYMQCAEDHQTLLVVVQAVGIVSEENFFRIYKRICSVSQLSVRDTQRALFIRYRHHYPPENNEWGDFQTHRKVVGLITITDCFSPKDWPQTFEKFHVQKEIYGSTLYDSRLFVFGLQGDVAEQPRPDVAFYPNYDDCDSVEKRIEDFIESLFIVLESKRLDRATDKSGDKIPLLCVPFEKKDFVGLDTDSRHYKKRCQGRMRKHVGDLCLQAGMLQDALVHYHMSVELLRSVNDFLWLGAALEGLCSASVIYHYPGGTGGKTGARRLQGSSLPSEAANRHRPGAQEVLIDPGALTT.... Result: 0 (no interaction). (7) The miRNA is hsa-miR-548y with sequence AAAAGUAAUCACUGUUUUUGCC. The protein sequence of the target gene is MAPPVAERGLKSVVWQKIKATVFDDCKKEGEWKIMLLDEFTTKLLASCCKMTDLLEEGITVVENIYKNREPVRQMKALYFITPTSKSVDCFLHDFASKSENKYKAAYIYFTDFCPDNLFNKIKASCSKSIRRCKEINISFIPHESQVYTLDVPDAFYYCYSPDPGNAKGKDAIMETMADQIVTVCATLDENPGVRYKSKPLDNASKLAQLVEKKLEDYYKIDEKSLIKGKTHSQLLIIDRGFDPVSTVLHELTFQAMAYDLLPIENDTYKYKTDGKEKEAILEEEDDLWVRIRHRHIAVV.... Result: 0 (no interaction). (8) The miRNA is hsa-miR-23a-5p with sequence GGGGUUCCUGGGGAUGGGAUUU. The protein sequence of the target gene is MGKDYYHILGIDKGATDEDVKKAYRKQALKFHPDKNKSPQAEEKFKEVAEAYEVLSDPKKREIYDQFGEEGLKGGAGGTDGQGGTFRYTFHGDPHATFAAFFGGSNPFEIFFGRRMGGGRDSEEMEIDGDPFSAFGFSMNGYPRDRNSVGPSRLKQDPPIIHELKVSLEEIYSGCTKRMKISRKRLNPDGRSYRSEDKILTIEIKKGWKEGTKITFPREGDETPNSIPADIVFVIKDKEHPKFKRDGSNIVYTAKISLREALCGCSLNVPTMDGRNLPMSVTDIVKPGMRRRVIGYGLPF.... Result: 0 (no interaction). (9) The miRNA is hsa-miR-6079 with sequence UUGGAAGCUUGGACCAACUAGCUG. The protein sequence of the target gene is MGEGGAAAALVAAAAAAAAAAAAVVAGQRRRRLGRRARCHGPGRAAGGKMSKPCAVEAAAAAVAATAPGPEMVERRGPGRPRTDGENVFTGQSKIYSYMSPNKCSGMRFPLQEENSVTHHEVKCQGKPLAGIYRKREEKRNAGNAVRSAMKSEEQKIKDARKGPLVPFPNQKSEAAEPPKTPPSSCDSTNAAIAKQALKKPIKGKQAPRKKAQGKTQQNRKLTDFYPVRRSSRKSKAELQSEERKRIDELIESGKEEGMKIDLIDGKGRGVIATKQFSRGDFVVEYHGDLIEITDAKKRE.... Result: 0 (no interaction). (10) The miRNA is hsa-miR-340-3p with sequence UCCGUCUCAGUUACUUUAUAGC. The protein sequence of the target gene is MFSDNSHCPDCGQQWFPSLELGHWLYQTELVENECYQVFLDRINRADYCPECYPDNPANRSLVLPWSFPLEWAPQNLTRWTFEKACHPFLLGPPLVRKRIHDSRVAGFNPALQLILTRTDKTLNKKLGQNK. Result: 1 (interaction).